From a dataset of NCI-60 drug combinations with 297,098 pairs across 59 cell lines. Regression. Given two drug SMILES strings and cell line genomic features, predict the synergy score measuring deviation from expected non-interaction effect. (1) Drug 1: CC(C1=C(C=CC(=C1Cl)F)Cl)OC2=C(N=CC(=C2)C3=CN(N=C3)C4CCNCC4)N. Drug 2: C1CC(=O)NC(=O)C1N2C(=O)C3=CC=CC=C3C2=O. Cell line: ACHN. Synergy scores: CSS=12.6, Synergy_ZIP=2.96, Synergy_Bliss=8.48, Synergy_Loewe=-0.0135, Synergy_HSA=6.63. (2) Drug 1: CC(C1=C(C=CC(=C1Cl)F)Cl)OC2=C(N=CC(=C2)C3=CN(N=C3)C4CCNCC4)N. Drug 2: CC1=C2C(C(=O)C3(C(CC4C(C3C(C(C2(C)C)(CC1OC(=O)C(C(C5=CC=CC=C5)NC(=O)OC(C)(C)C)O)O)OC(=O)C6=CC=CC=C6)(CO4)OC(=O)C)O)C)O. Cell line: DU-145. Synergy scores: CSS=44.2, Synergy_ZIP=7.38, Synergy_Bliss=10.2, Synergy_Loewe=-9.05, Synergy_HSA=9.14. (3) Drug 1: CC1OCC2C(O1)C(C(C(O2)OC3C4COC(=O)C4C(C5=CC6=C(C=C35)OCO6)C7=CC(=C(C(=C7)OC)O)OC)O)O. Drug 2: CCCCCOC(=O)NC1=NC(=O)N(C=C1F)C2C(C(C(O2)C)O)O. Cell line: HL-60(TB). Synergy scores: CSS=51.1, Synergy_ZIP=-0.194, Synergy_Bliss=-1.19, Synergy_Loewe=-40.3, Synergy_HSA=-1.25. (4) Drug 1: CC1=C(C=C(C=C1)NC(=O)C2=CC=C(C=C2)CN3CCN(CC3)C)NC4=NC=CC(=N4)C5=CN=CC=C5. Drug 2: C1=NC2=C(N=C(N=C2N1C3C(C(C(O3)CO)O)F)Cl)N. Cell line: HCT-15. Synergy scores: CSS=-0.904, Synergy_ZIP=0.602, Synergy_Bliss=5.19, Synergy_Loewe=-5.97, Synergy_HSA=1.20. (5) Drug 1: CC1=C2C(C(=O)C3(C(CC4C(C3C(C(C2(C)C)(CC1OC(=O)C(C(C5=CC=CC=C5)NC(=O)OC(C)(C)C)O)O)OC(=O)C6=CC=CC=C6)(CO4)OC(=O)C)OC)C)OC. Drug 2: CC1=C(C(=O)C2=C(C1=O)N3CC4C(C3(C2COC(=O)N)OC)N4)N. Cell line: OVCAR-4. Synergy scores: CSS=22.5, Synergy_ZIP=-12.2, Synergy_Bliss=-10.4, Synergy_Loewe=-30.3, Synergy_HSA=-8.52.